This data is from Experimentally validated miRNA-target interactions with 360,000+ pairs, plus equal number of negative samples. The task is: Binary Classification. Given a miRNA mature sequence and a target amino acid sequence, predict their likelihood of interaction. (1) The miRNA is hsa-miR-4486 with sequence GCUGGGCGAGGCUGGCA. The protein sequence of the target gene is MGAAAKLAFAVFLISCSSGAILGRSETQECLFFNANWEKDRTNQTGVEPCYGDKDKRRHCFATWKNISGSIEIVKQGCWLDDINCYDRTDCVEKKDSPEVYFCCCEGNMCNEKFSYFPEMEVTQPTSNPVTPKPPYYNILLYSLVPLMLIAGIVICAFWVYRHHKMAYPPVLVPTQDPGPPPPSPLLGLKPLQLLEVKARGRFGCVWKAQLLNEYVAVKIFPIQDKQSWQNEYEVYSLPGMKHENILQFIGAEKRGTSVDVDLWLITAFHEKGSLSDFLKANVVSWNELCHIAETMARGL.... Result: 1 (interaction). (2) The miRNA is hsa-miR-7109-5p with sequence CUGGGGGGAGGAGACCCUGCU. The protein sequence of the target gene is MENFRKVRSEEAPAGCGAEGGGPGSGPFADLAPGAVHMRVKEGSKIRNLMAFATASMAQPATRAIVFSGCGRATTKTVTCAEILKRRLAGLHQVTRLRYRSVREVWQSLPPGPTQGQTPGEPAASLSVLKNVPGLAILLSKDALDPRQPGYQPPNPHPGPSSPPAAPASKRSLGEPAAGEGSAKRSQPEPGVADEDQTA. Result: 1 (interaction). (3) The miRNA is hsa-miR-4760-5p with sequence UUUAGAUUGAACAUGAAGUUAG. The protein sequence of the target gene is MDFTAQPKPATALCGVVSADGKIAYPPGVKEITDKITTDEMIKRLKMVVKTFMDMDQDSEDEKQQYLPLALHLASEFFLRNPNKDVRLLVACCLADIFRIYAPEAPYTSHDKLKDIFLFITRQLKGLEDTKSPQFNRYFYLLENLAWVKSYNICFELEDCNEIFIQLFRTLFSVINNSHNKKVQMHMLDLMSSIIMEGDGVTQELLDSILINLIPAHKNLNKQSFDLAKVLLKRTVQTIEACIANFFNQVLVLGRSSVSDLSEHVFDLIQELFAIDPHLLLSVMPQLEFKLKSNDGEERL.... Result: 0 (no interaction).